From a dataset of Full USPTO retrosynthesis dataset with 1.9M reactions from patents (1976-2016). Predict the reactants needed to synthesize the given product. (1) Given the product [F:40][C:37]([F:38])([F:39])[O:36][C:32]1[CH:31]=[C:30]([NH:29][C:28]([C@@H:24]2[CH2:25][CH2:26][CH2:27][N:23]2[C:21]([NH:20][C:13]2[CH:12]=[C:11]([C:9]([OH:10])=[O:8])[N:19]3[C:14]=2[CH:15]=[CH:16][CH:17]=[CH:18]3)=[O:22])=[O:41])[CH:35]=[CH:34][CH:33]=1, predict the reactants needed to synthesize it. The reactants are: C([O:8][C:9]([C:11]1[N:19]2[C:14]([CH:15]=[CH:16][CH:17]=[CH:18]2)=[C:13]([NH:20][C:21]([N:23]2[CH2:27][CH2:26][CH2:25][C@H:24]2[C:28](=[O:41])[NH:29][C:30]2[CH:35]=[CH:34][CH:33]=[C:32]([O:36][C:37]([F:40])([F:39])[F:38])[CH:31]=2)=[O:22])[CH:12]=1)=[O:10])C1C=CC=CC=1. (2) Given the product [OH:37][CH2:36][C:34]([N:2]1[CH2:6][CH2:5][C@H:4]([NH:7][C:8]([C:10]2[C:14]3[N:15]=[CH:16][N:17]=[C:18]([C:19]4[C:27]5[O:26][CH2:25][O:24][C:23]=5[CH:22]=[CH:21][C:20]=4[O:28][CH2:29][CH:30]4[CH2:32][CH2:31]4)[C:13]=3[NH:12][CH:11]=2)=[O:9])[CH2:3]1)=[O:35], predict the reactants needed to synthesize it. The reactants are: Cl.[NH:2]1[CH2:6][CH2:5][C@H:4]([NH:7][C:8]([C:10]2[C:14]3[N:15]=[CH:16][N:17]=[C:18]([C:19]4[C:27]5[O:26][CH2:25][O:24][C:23]=5[CH:22]=[CH:21][C:20]=4[O:28][CH2:29][CH:30]4[CH2:32][CH2:31]4)[C:13]=3[NH:12][CH:11]=2)=[O:9])[CH2:3]1.Cl[C:34]([CH2:36][O:37]C(=O)C)=[O:35]. (3) Given the product [CH2:1]([O:8][C:9]1[N:10]=[N:11][C:12]([CH2:15][CH2:16][C:17]2[N:18]=[CH:19][C:20]([CH2:23][CH2:24][N:30]3[CH2:31][CH2:32][C:27]([CH3:26])([OH:33])[CH2:28][CH2:29]3)=[CH:21][CH:22]=2)=[CH:13][CH:14]=1)[C:2]1[CH:7]=[CH:6][CH:5]=[CH:4][CH:3]=1, predict the reactants needed to synthesize it. The reactants are: [CH2:1]([O:8][C:9]1[N:10]=[N:11][C:12]([CH2:15][CH2:16][C:17]2[CH:22]=[CH:21][C:20]([CH2:23][CH2:24]Cl)=[CH:19][N:18]=2)=[CH:13][CH:14]=1)[C:2]1[CH:7]=[CH:6][CH:5]=[CH:4][CH:3]=1.[CH3:26][C:27]1([OH:33])[CH2:32][CH2:31][NH:30][CH2:29][CH2:28]1. (4) Given the product [CH3:2][CH2:1][C@@H:3]1[S:4][C:5]2([CH2:13][CH2:12][N:11]([CH3:14])[CH2:10][CH2:9]2)[NH:6][C:7]1=[O:8], predict the reactants needed to synthesize it. The reactants are: [CH2:1]([CH:3]1[C:7](=[O:8])[NH:6][C:5]2([CH2:13][CH2:12][N:11]([CH3:14])[CH2:10][CH2:9]2)[S:4]1)[CH3:2].C(C1CCNC(=O)C1)C.SC(CC)C(O)=O.N. (5) The reactants are: [C:1]([C:3]1[CH:4]=[C:5]([CH:17]=[CH:18][CH:19]=1)[CH2:6][NH:7][CH2:8][CH2:9][C:10]([O:12][C:13]([CH3:16])([CH3:15])[CH3:14])=[O:11])#[N:2].[C:20](O[C:20]([O:22][C:23]([CH3:26])([CH3:25])[CH3:24])=[O:21])([O:22][C:23]([CH3:26])([CH3:25])[CH3:24])=[O:21]. Given the product [C:23]([O:22][C:20]([N:7]([CH2:6][C:5]1[CH:17]=[CH:18][CH:19]=[C:3]([C:1]#[N:2])[CH:4]=1)[CH2:8][CH2:9][C:10]([O:12][C:13]([CH3:16])([CH3:14])[CH3:15])=[O:11])=[O:21])([CH3:26])([CH3:25])[CH3:24], predict the reactants needed to synthesize it. (6) Given the product [Br:11][CH2:8][C:4]1[S:3][C:2]([Cl:1])=[N:6][C:5]=1[Cl:7], predict the reactants needed to synthesize it. The reactants are: [Cl:1][C:2]1[S:3][C:4]([CH2:8]O)=[C:5]([Cl:7])[N:6]=1.P(Br)(Br)[Br:11].